From a dataset of Forward reaction prediction with 1.9M reactions from USPTO patents (1976-2016). Predict the product of the given reaction. Given the reactants [O:1]1[C:5]2[CH:6]=[CH:7][C:8]([C:10]3[O:11][C:12](S(C)(=O)=O)=[N:13][N:14]=3)=[CH:9][C:4]=2[CH2:3][CH2:2]1.C(=O)([O-])[O-].[K+].[K+].[F:25][C:26]1[CH:27]=[C:28]([CH:31]=[CH:32][CH:33]=1)[CH2:29][OH:30], predict the reaction product. The product is: [O:1]1[C:5]2[CH:6]=[CH:7][C:8]([C:10]3[O:11][C:12]([O:30][CH2:29][C:28]4[CH:31]=[CH:32][CH:33]=[C:26]([F:25])[CH:27]=4)=[N:13][N:14]=3)=[CH:9][C:4]=2[CH2:3][CH2:2]1.